Dataset: Forward reaction prediction with 1.9M reactions from USPTO patents (1976-2016). Task: Predict the product of the given reaction. (1) Given the reactants [C:1]([C:4]1[S:5][C:6](Br)=[CH:7][CH:8]=1)(=O)C.[Br:10][C:11]1[S:15][C:14]([C:16]([CH2:18][C:19]#[N:20])=[O:17])=[CH:13][CH:12]=1.[CH2:21]([N:28]1CCC(=O)CC1)[C:22]1[CH:27]=[CH:26][CH:25]=[CH:24][CH:23]=1.N1CCOCC1.[S], predict the reaction product. The product is: [NH2:20][C:19]1[S:5][C:4]2[CH2:1][N:28]([CH2:21][C:22]3[CH:27]=[CH:26][CH:25]=[CH:24][CH:23]=3)[CH2:6][CH2:7][C:8]=2[C:18]=1[C:16]([C:14]1[S:15][C:11]([Br:10])=[CH:12][CH:13]=1)=[O:17]. (2) The product is: [Cl:1][C:2]1[C:3]([C:20]2[CH:21]=[CH:22][C:23]3[N:27]=[CH:26][N:25]([CH2:28][CH:29]4[CH2:34][CH2:33][O:32][CH2:31][CH2:30]4)[C:24]=3[CH:35]=2)=[CH:4][C:5]([NH:8][C:9]([C@H:11]2[CH2:16][CH2:15][CH2:14][C@@H:13]([C:17]([N:37]3[CH2:40][CH:39]([OH:41])[CH2:38]3)=[O:18])[CH2:12]2)=[O:10])=[N:6][CH:7]=1. Given the reactants [Cl:1][C:2]1[C:3]([C:20]2[CH:21]=[CH:22][C:23]3[N:27]=[CH:26][N:25]([CH2:28][CH:29]4[CH2:34][CH2:33][O:32][CH2:31][CH2:30]4)[C:24]=3[CH:35]=2)=[CH:4][C:5]([NH:8][C:9]([C@@H:11]2[CH2:16][CH2:15][CH2:14][C@H:13]([C:17](O)=[O:18])[CH2:12]2)=[O:10])=[N:6][CH:7]=1.Cl.[NH:37]1[CH2:40][CH:39]([OH:41])[CH2:38]1.C(N(C(C)C)CC)(C)C, predict the reaction product. (3) The product is: [NH2:14][CH2:13][C:12]1[C:11]([O:15][CH3:16])=[N:10][C:9]([CH3:17])=[CH:8][C:7]=1[CH2:6][N:4]([CH3:5])[CH2:1][CH:2]=[CH2:3]. Given the reactants [CH2:1]([N:4]([CH2:6][C:7]1[C:12]([C:13]#[N:14])=[C:11]([O:15][CH3:16])[N:10]=[C:9]([CH3:17])[CH:8]=1)[CH3:5])[CH:2]=[CH2:3].[H-].[H-].[H-].[H-].[Li+].[Al+3], predict the reaction product. (4) Given the reactants [NH2:1][C@H:2]1[CH2:5][C@H:4]([NH:6][C:7]2[C:8]3[CH:22]=[CH:21][N:20]([CH2:23][O:24][CH2:25][CH2:26][Si:27]([CH3:30])([CH3:29])[CH3:28])[C:9]=3[N:10]=[C:11]([NH:13][C:14]3[CH:15]=[N:16][N:17]([CH3:19])[CH:18]=3)[N:12]=2)[CH2:3]1.CCN(C(C)C)C(C)C.[C:40](Cl)(=[O:43])[CH:41]=[CH2:42], predict the reaction product. The product is: [CH3:19][N:17]1[CH:18]=[C:14]([NH:13][C:11]2[N:12]=[C:7]([NH:6][C@H:4]3[CH2:3][C@H:2]([NH:1][C:40](=[O:43])[CH:41]=[CH2:42])[CH2:5]3)[C:8]3[CH:22]=[CH:21][N:20]([CH2:23][O:24][CH2:25][CH2:26][Si:27]([CH3:30])([CH3:29])[CH3:28])[C:9]=3[N:10]=2)[CH:15]=[N:16]1. (5) The product is: [NH2:8][CH2:9][C:10]([O:12][CH2:13][CH2:14][CH2:15][CH2:16][O:17][N+:18]([O-:20])=[O:19])=[O:11]. Given the reactants C(OC([NH:8][CH2:9][C:10]([O:12][CH2:13][CH2:14][CH2:15][CH2:16][O:17][N+:18]([O-:20])=[O:19])=[O:11])=O)(C)(C)C, predict the reaction product. (6) Given the reactants [F:1][C:2]1[CH:3]=[C:4]2[C:8](=[CH:9][CH:10]=1)[NH:7][CH:6]=[C:5]2[CH2:11][CH2:12][CH2:13][CH2:14][OH:15].[S:16](Cl)([C:19]1[CH:25]=[CH:24][C:22]([CH3:23])=[CH:21][CH:20]=1)(=[O:18])=[O:17], predict the reaction product. The product is: [CH3:23][C:22]1[CH:24]=[CH:25][C:19]([S:16]([O:15][CH2:14][CH2:13][CH2:12][CH2:11][C:5]2[C:4]3[C:8](=[CH:9][CH:10]=[C:2]([F:1])[CH:3]=3)[NH:7][CH:6]=2)(=[O:18])=[O:17])=[CH:20][CH:21]=1.